Dataset: Full USPTO retrosynthesis dataset with 1.9M reactions from patents (1976-2016). Task: Predict the reactants needed to synthesize the given product. (1) Given the product [O:10]=[C:9]([C:11]1[CH:12]=[C:13]2[C:18](=[CH:19][CH:20]=1)[N:17]=[CH:16][CH:15]=[CH:14]2)[CH2:5][C:4]([O:3][CH2:2][CH3:1])=[O:21], predict the reactants needed to synthesize it. The reactants are: [CH3:1][C:2]1(C)OC(=O)[CH:5]([C:9]([C:11]2[CH:12]=[C:13]3[C:18](=[CH:19][CH:20]=2)[N:17]=[CH:16][CH:15]=[CH:14]3)=[O:10])[C:4](=[O:21])[O:3]1. (2) Given the product [Na+:35].[N:17]1[CH:18]=[CH:19][CH:20]=[C:15]([CH:14]=[CH:13][C:10]2[CH:11]=[CH:12][C:7]([C:6]([NH:5][C@H:4]([C:3]([O-:33])=[O:2])[CH2:29][CH2:30][S:31][CH3:32])=[O:28])=[C:8]([C:21]3[CH:26]=[CH:25][CH:24]=[CH:23][C:22]=3[CH3:27])[CH:9]=2)[CH:16]=1, predict the reactants needed to synthesize it. The reactants are: C[O:2][C:3](=[O:33])[C@H:4]([CH2:29][CH2:30][S:31][CH3:32])[NH:5][C:6](=[O:28])[C:7]1[CH:12]=[CH:11][C:10]([CH:13]=[CH:14][C:15]2[CH:16]=[N:17][CH:18]=[CH:19][CH:20]=2)=[CH:9][C:8]=1[C:21]1[CH:26]=[CH:25][CH:24]=[CH:23][C:22]=1[CH3:27].[OH-].[Na+:35]. (3) The reactants are: [NH2:1][C:2]1[CH:3]=[C:4]2[C:8](=[CH:9][CH:10]=1)[NH:7][CH:6]=[C:5]2[CH2:11][CH2:12][C:13]1[CH:18]=[CH:17][N:16]=[CH:15][CH:14]=1.[O:19]=[C:20]1[CH2:24][CH2:23][CH2:22][N:21]1[C:25]1[CH:33]=[CH:32][C:28]([C:29](O)=[O:30])=[CH:27][CH:26]=1. Given the product [O:19]=[C:20]1[CH2:24][CH2:23][CH2:22][N:21]1[C:25]1[CH:33]=[CH:32][C:28]([C:29]([NH:1][C:2]2[CH:3]=[C:4]3[C:8](=[CH:9][CH:10]=2)[NH:7][CH:6]=[C:5]3[CH2:11][CH2:12][C:13]2[CH:18]=[CH:17][N:16]=[CH:15][CH:14]=2)=[O:30])=[CH:27][CH:26]=1, predict the reactants needed to synthesize it.